This data is from Full USPTO retrosynthesis dataset with 1.9M reactions from patents (1976-2016). The task is: Predict the reactants needed to synthesize the given product. Given the product [Br:1][C:2]1[CH:3]=[N:4][C:5]2[N:6]([N:8]=[C:9]([CH:11]=[O:12])[N:10]=2)[CH:7]=1, predict the reactants needed to synthesize it. The reactants are: [Br:1][C:2]1[CH:3]=[N:4][C:5]2[N:6]([N:8]=[C:9]([CH2:11][OH:12])[N:10]=2)[CH:7]=1.C(OI(C1C=CC=CC=1)OC(=O)C)(=O)C.CC1(C)N([O])C(C)(C)CCC1.CC(OC)(C)C.